Dataset: Forward reaction prediction with 1.9M reactions from USPTO patents (1976-2016). Task: Predict the product of the given reaction. (1) Given the reactants [CH3:1][C:2]1([CH3:14])[C:6]([CH3:8])([CH3:7])[O:5][B:4]([C:9]2[CH:10]=[N:11][NH:12][CH:13]=2)[O:3]1.[CH:15]1(Br)[CH2:19][CH2:18][CH2:17][CH2:16]1.C(=O)([O-])[O-].[Cs+].[Cs+], predict the reaction product. The product is: [CH:15]1([N:12]2[CH:13]=[C:9]([B:4]3[O:5][C:6]([CH3:7])([CH3:8])[C:2]([CH3:14])([CH3:1])[O:3]3)[CH:10]=[N:11]2)[CH2:19][CH2:18][CH2:17][CH2:16]1. (2) Given the reactants [OH:1][C:2]1[S:3][C:4]([C:7]([OH:9])=O)=[CH:5][N:6]=1.CN(C(ON1N=NC2C=CC=NC1=2)=[N+](C)C)C.F[P-](F)(F)(F)(F)F.CC(N(C)C)=O.[CH2:40]([O:42][C:43](=[O:64])[C@H:44]([OH:63])[CH2:45][N:46]([CH2:48][C:49]1[CH:54]=[CH:53][C:52]([C:55]2[CH:60]=[C:59]([Cl:61])[CH:58]=[CH:57][C:56]=2[F:62])=[CH:51][CH:50]=1)[NH2:47])[CH3:41].CCN(C(C)C)C(C)C, predict the reaction product. The product is: [CH2:40]([O:42][C:43](=[O:64])[C@H:44]([OH:63])[CH2:45][N:46]([CH2:48][C:49]1[CH:50]=[CH:51][C:52]([C:55]2[CH:60]=[C:59]([Cl:61])[CH:58]=[CH:57][C:56]=2[F:62])=[CH:53][CH:54]=1)[NH:47][C:7]([C:4]1[S:3][C:2]([OH:1])=[N:6][CH:5]=1)=[O:9])[CH3:41]. (3) Given the reactants [NH2:1][C:2]1[C:8]([C:9]#[N:10])=[CH:7][C:6]([C:11]#[N:12])=[CH:5][C:3]=1[NH2:4].[C:13](O)(=O)[CH3:14], predict the reaction product. The product is: [C:9]([C:8]1[C:2]2[NH:1][C:13]([CH3:14])=[N:4][C:3]=2[CH:5]=[C:6]([C:11]#[N:12])[CH:7]=1)#[N:10]. (4) The product is: [OH:31][C:28]([C:34]1[CH:35]=[CH:36][CH:37]=[CH:38][CH:39]=1)([C:7]1[CH:12]=[CH:11][CH:10]=[CH:9][CH:8]=1)[CH:23]1[CH2:22][CH2:21][N:20]([CH2:2][CH2:3][CH2:4][C:5]([C:7]2[CH:12]=[CH:11][C:10]([C:13]([CH3:19])([CH3:18])[C:14]([O:16][CH3:17])=[O:15])=[CH:9][CH:8]=2)=[O:6])[CH2:25][CH2:24]1. Given the reactants I[CH2:2][CH2:3][CH2:4][C:5]([C:7]1[CH:12]=[CH:11][C:10]([C:13]([CH3:19])([CH3:18])[C:14]([O:16][CH3:17])=[O:15])=[CH:9][CH:8]=1)=[O:6].[N:20]1(CO)[CH2:25][CH2:24][CH2:23][CH2:22][CH2:21]1.[C:28]([O-:31])([O-])=O.[K+].[K+].[C:34]1(C)[CH:39]=[CH:38][CH:37]=[CH:36][CH:35]=1, predict the reaction product. (5) The product is: [NH2:17][C:8]1[CH:9]=[C:10]([CH:15]=[CH:16][C:7]=1[S:6][C:4]([CH3:20])([CH2:3][CH2:2][Cl:1])[CH3:5])[C:11]([O:13][CH3:14])=[O:12]. Given the reactants [Cl:1][CH2:2][CH2:3][C:4]([CH3:20])([S:6][C:7]1[CH:16]=[CH:15][C:10]([C:11]([O:13][CH3:14])=[O:12])=[CH:9][C:8]=1[N+:17]([O-])=O)[CH3:5], predict the reaction product. (6) Given the reactants [CH:1]([C:3]1[C:11]2[C:10]([C:12]#[N:13])=[CH:9][CH:8]=[CH:7][C:6]=2[N:5]([CH3:14])[C:4]=1[C:15]1[CH:20]=[CH:19][CH:18]=[CH:17][CH:16]=1)=O.[OH:21][C:22]1[C:27]2[C:28](=[O:31])[CH2:29][O:30][C:26]=2[CH:25]=[C:24]([OH:32])[CH:23]=1, predict the reaction product. The product is: [OH:21][C:22]1[C:27]2[C:28](=[O:31])/[C:29](=[CH:1]/[C:3]3[C:11]4[C:10]([C:12]#[N:13])=[CH:9][CH:8]=[CH:7][C:6]=4[N:5]([CH3:14])[C:4]=3[C:15]3[CH:20]=[CH:19][CH:18]=[CH:17][CH:16]=3)/[O:30][C:26]=2[CH:25]=[C:24]([OH:32])[CH:23]=1. (7) Given the reactants [F:1][C:2]([F:14])([F:13])[C:3]1[CH:8]=[CH:7][C:6]([CH2:9][C:10]([OH:12])=O)=[CH:5][CH:4]=1.C(N1C=CN=C1)(N1C=CN=C1)=O.Cl.[NH2:28][CH2:29][C:30]1[CH:39]=[CH:38][CH:37]=[C:36]2[C:31]=1[C:32](=[O:49])[N:33]([CH:41]1[CH2:46][CH2:45][C:44](=[O:47])[NH:43][C:42]1=[O:48])[C:34]([CH3:40])=[N:35]2, predict the reaction product. The product is: [O:48]=[C:42]1[CH:41]([N:33]2[C:32](=[O:49])[C:31]3[C:36](=[CH:37][CH:38]=[CH:39][C:30]=3[CH2:29][NH:28][C:10](=[O:12])[CH2:9][C:6]3[CH:5]=[CH:4][C:3]([C:2]([F:1])([F:14])[F:13])=[CH:8][CH:7]=3)[N:35]=[C:34]2[CH3:40])[CH2:46][CH2:45][C:44](=[O:47])[NH:43]1.